Dataset: Reaction yield outcomes from USPTO patents with 853,638 reactions. Task: Predict the reaction yield, written as a fraction of the theoretical maximum amount of product (1.0 means a 100% yield; for example, 0.34 means a 34% yield). (1) The reactants are [Cl:1][C:2]1[CH:3]=[C:4]([SH:8])[CH:5]=[CH:6][CH:7]=1.[OH-].[Na+].Br[C:12]1[C:16]2[CH:17]=[CH:18][CH:19]=[CH:20][C:15]=2[S:14][C:13]=1[N+:21]([O-:23])=[O:22]. The catalyst is O.O1CCOCC1. The product is [Cl:1][C:2]1[CH:3]=[C:4]([S:8][C:12]2[C:16]3[CH:17]=[CH:18][CH:19]=[CH:20][C:15]=3[S:14][C:13]=2[N+:21]([O-:23])=[O:22])[CH:5]=[CH:6][CH:7]=1. The yield is 0.600. (2) The reactants are [C:1]1([C@@H:7]([NH:19][C:20]2[CH:25]=[CH:24][CH:23]=[CH:22][CH:21]=2)[C:8]([O:10][C@@H:11]2[CH:16]3[CH2:17][CH2:18][N:13]([CH2:14][CH2:15]3)[CH2:12]2)=[O:9])[CH:6]=[CH:5][CH:4]=[CH:3][CH:2]=1.[Br:26][CH2:27][C:28]([C:30]1[CH:35]=[CH:34][CH:33]=[CH:32][C:31]=1[CH3:36])=[O:29]. The catalyst is CCOC(C)=O. The product is [Br-:26].[O:29]=[C:28]([C:30]1[CH:35]=[CH:34][CH:33]=[CH:32][C:31]=1[CH3:36])[CH2:27][N+:13]12[CH2:14][CH2:15][CH:16]([CH2:17][CH2:18]1)[C@@H:11]([O:10][C:8](=[O:9])[C@@H:7]([C:1]1[CH:2]=[CH:3][CH:4]=[CH:5][CH:6]=1)[NH:19][C:20]1[CH:25]=[CH:24][CH:23]=[CH:22][CH:21]=1)[CH2:12]2. The yield is 0.850.